Task: Predict which catalyst facilitates the given reaction.. Dataset: Catalyst prediction with 721,799 reactions and 888 catalyst types from USPTO (1) Reactant: [C:1]([O:5][C:6](=[O:42])[CH2:7][N:8]([C:35]([O:37][C:38]([CH3:41])([CH3:40])[CH3:39])=[O:36])[C:9]1[CH:14]=[CH:13][CH:12]=[C:11]([CH:15]([CH2:26][C:27]2[CH:32]=[CH:31][C:30]([NH:33][CH3:34])=[CH:29][CH:28]=2)[NH:16][S:17]([C:20]2[CH:21]=[N:22][CH:23]=[CH:24][CH:25]=2)(=[O:19])=[O:18])[N:10]=1)([CH3:4])([CH3:3])[CH3:2].C(N(CC)CC)C.[CH2:50]([S:53](Cl)(=[O:55])=[O:54])[CH2:51][CH3:52].C(=O)([O-])O.[Na+]. Product: [C:38]([O:37][C:35]([N:8]([CH2:7][C:6]([O:5][C:1]([CH3:3])([CH3:4])[CH3:2])=[O:42])[C:9]1[CH:14]=[CH:13][CH:12]=[C:11]([CH:15]([CH2:26][C:27]2[CH:32]=[CH:31][C:30]([N:33]([CH3:34])[S:53]([CH2:50][CH2:51][CH3:52])(=[O:55])=[O:54])=[CH:29][CH:28]=2)[NH:16][S:17]([C:20]2[CH:21]=[N:22][CH:23]=[CH:24][CH:25]=2)(=[O:19])=[O:18])[N:10]=1)=[O:36])([CH3:41])([CH3:40])[CH3:39]. The catalyst class is: 232. (2) Reactant: I.C(OC([NH:12][CH2:13][C:14](=[NH:17])SC)=O)C1C=CC=CC=1.[CH3:18][O:19][C:20]1[CH:21]=[C:22]([CH2:28][C:29]([NH:31][NH2:32])=O)[CH:23]=[CH:24][C:25]=1[O:26][CH3:27].C1(OC2C=CC=CC=2)C=CC=CC=1.CCCCCC. Product: [CH3:18][O:19][C:20]1[CH:21]=[C:22]([CH:23]=[CH:24][C:25]=1[O:26][CH3:27])[CH2:28][C:29]1[N:12]=[C:13]([CH2:14][NH2:17])[NH:32][N:31]=1. The catalyst class is: 8. (3) Reactant: [N+:1]([C:4]1[S:8][C:7]([C:9]2[CH:14]=[CH:13][C:12]([N:15]3[CH2:20][CH2:19][O:18][CH2:17][CH2:16]3)=[CH:11][CH:10]=2)=[N:6][CH:5]=1)([O-])=O. Product: [O:18]1[CH2:19][CH2:20][N:15]([C:12]2[CH:11]=[CH:10][C:9]([C:7]3[S:8][C:4]([NH2:1])=[CH:5][N:6]=3)=[CH:14][CH:13]=2)[CH2:16][CH2:17]1. The catalyst class is: 707. (4) Reactant: [NH2:1][C:2]1[CH:7]=[CH:6][C:5]([F:8])=[CH:4][C:3]=1[NH:9][C:10]([NH:12][C:13]1[C:17]([CH3:18])=[CH:16][S:15][CH:14]=1)=S.NC1C=C(F)C=CC=1NC(NC1C(C)=CSC=1)=S.[OH-].[Na+].C1(C)C=CC(S([Cl:48])(=O)=O)=CC=1. Product: [ClH:48].[F:8][C:5]1[CH:6]=[CH:7][C:2]2[NH:1][C:10]([NH:12][C:13]3[C:17]([CH3:18])=[CH:16][S:15][CH:14]=3)=[N:9][C:3]=2[CH:4]=1. The catalyst class is: 20. (5) Product: [CH2:14]([O:13][C:10]1[CH:9]=[C:6]([CH:5]=[C:4]([O:3][CH2:1][CH3:2])[CH:11]=1)[CH:7]=[O:8])[CH3:21]. Reactant: [CH2:1]([O:3][C:4]1[CH:5]=[C:6]([CH:9]=[CH:10][C:11]=1C)[CH:7]=[O:8])[CH3:2].[OH:13][C:14]1C=C(C=C(O)[CH:21]=1)C=O.C(I)C.C([O-])([O-])=O.[K+].[K+]. The catalyst class is: 3. (6) Reactant: [CH3:1][C:2]1[O:6][C:5]([C:7]2[CH:12]=[CH:11][CH:10]=[CH:9][CH:8]=2)=[N:4][C:3]=1[CH2:13][C:14]#[CH:15].C(OC(C(F)(F)F)=O)(C(F)(F)F)=O. The catalyst class is: 67. Product: [CH3:1][C:2]1[O:6][C:5]([C:7]2[CH:8]=[CH:9][CH:10]=[CH:11][CH:12]=2)=[N:4][C:3]=1[CH2:13][CH:14]=[CH2:15]. (7) Reactant: [CH2:1]([N:8]1[C:16]2[CH:15]=[CH:14][CH:13]=[C:12]([OH:17])[C:11]=2[CH:10]=[C:9]1[CH3:18])[C:2]1[CH:7]=[CH:6][CH:5]=[CH:4][CH:3]=1.[H-].[Na+].[CH2:21](Br)[C:22]1[CH:27]=[CH:26][CH:25]=[CH:24][CH:23]=1. Product: [CH2:1]([N:8]1[C:16]2[C:11](=[C:12]([O:17][CH2:21][C:22]3[CH:27]=[CH:26][CH:25]=[CH:24][CH:23]=3)[CH:13]=[CH:14][CH:15]=2)[CH:10]=[C:9]1[CH3:18])[C:2]1[CH:3]=[CH:4][CH:5]=[CH:6][CH:7]=1. The catalyst class is: 39.